Dataset: Full USPTO retrosynthesis dataset with 1.9M reactions from patents (1976-2016). Task: Predict the reactants needed to synthesize the given product. (1) Given the product [Cl:11][C:12]1[CH:17]=[CH:16][CH:15]=[CH:14][C:13]=1[N:18]1[C:22]([C:23]2[CH:24]=[CH:25][C:26]([O:29][S:5]([CH2:4][CH2:3][C:2]([F:10])([F:9])[F:1])(=[O:7])=[O:6])=[CH:27][CH:28]=2)=[C:21]([CH2:30][OH:31])[C:20]([C:32]([O:34][CH2:35][CH3:36])=[O:33])=[N:19]1, predict the reactants needed to synthesize it. The reactants are: [F:1][C:2]([F:10])([F:9])[CH2:3][CH2:4][S:5](Cl)(=[O:7])=[O:6].[Cl:11][C:12]1[CH:17]=[CH:16][CH:15]=[CH:14][C:13]=1[N:18]1[C:22]([C:23]2[CH:28]=[CH:27][C:26]([OH:29])=[CH:25][CH:24]=2)=[C:21]([CH2:30][OH:31])[C:20]([C:32]([O:34][CH2:35][CH3:36])=[O:33])=[N:19]1.O. (2) Given the product [C:12]([O:15][C:16]([NH:18][C@H:19]([C:26]([NH:8][CH2:7][C:6]1[CH:9]=[CH:10][C:3]([I:2])=[CH:4][CH:5]=1)=[O:27])[CH2:20][CH2:21][C:22]([O:24][CH3:25])=[O:23])=[O:17])([CH3:13])([CH3:11])[CH3:14], predict the reactants needed to synthesize it. The reactants are: Cl.[I:2][C:3]1[CH:10]=[CH:9][C:6]([CH2:7][NH2:8])=[CH:5][CH:4]=1.[CH3:11][C:12]([O:15][C:16]([NH:18][C@H:19]([C:26](O)=[O:27])[CH2:20][CH2:21][C:22]([O:24][CH3:25])=[O:23])=[O:17])([CH3:14])[CH3:13].CCN=C=NCCCN(C)C.C1C=CC2N(O)N=NC=2C=1.CCN(C(C)C)C(C)C.